Dataset: Reaction yield outcomes from USPTO patents with 853,638 reactions. Task: Predict the reaction yield, written as a fraction of the theoretical maximum amount of product (1.0 means a 100% yield; for example, 0.34 means a 34% yield). (1) The reactants are [N+:1]([C:4]1[CH:9]=[CH:8][C:7]([C:10]2[C:11](=[O:16])[NH:12][CH2:13][CH2:14][N:15]=2)=[CH:6][CH:5]=1)([O-:3])=[O:2].[CH:17](=O)[CH3:18].C([BH3-])#N.[Na+].[OH-].[Na+]. The catalyst is CO.[Cl-].[Zn+2].[Cl-]. The product is [CH2:17]([N:15]1[CH2:14][CH2:13][NH:12][C:11](=[O:16])[CH:10]1[C:7]1[CH:6]=[CH:5][C:4]([N+:1]([O-:3])=[O:2])=[CH:9][CH:8]=1)[CH3:18]. The yield is 0.980. (2) The reactants are [Cl:1][C:2]1[C:3]([NH2:14])=[C:4]([NH:8][CH:9]2[CH2:13][CH2:12][CH2:11][CH2:10]2)[N:5]=[N:6][CH:7]=1.[CH2:15](OC(OCC)OCC)C. No catalyst specified. The product is [Cl:1][C:2]1[C:3]2[N:14]=[CH:15][N:8]([CH:9]3[CH2:13][CH2:12][CH2:11][CH2:10]3)[C:4]=2[N:5]=[N:6][CH:7]=1. The yield is 0.510. (3) The reactants are [CH3:1][C@:2]12[CH2:22][CH2:21][C:16]3([O:20][CH2:19][CH2:18][O:17]3)[CH2:15][CH:14]1[CH2:13][CH2:12][C@@H:11]1[C@@H:3]2[C@@H:4]([OH:30])[CH2:5][C@@:6]2([CH3:29])[C@H:10]1[CH2:9][CH2:8][C@@H:7]2[C:23]1([CH3:28])OCC[O:24]1.OS(O)(=O)=O. The catalyst is CC(C)=O.O. The product is [OH:30][C@@H:4]1[C@H:3]2[C@@H:11]([CH2:12][CH2:13][CH:14]3[C@:2]2([CH3:1])[CH2:22][CH2:21][C:16]2([O:20][CH2:19][CH2:18][O:17]2)[CH2:15]3)[C@H:10]2[C@@:6]([CH3:29])([C@@H:7]([C:23](=[O:24])[CH3:28])[CH2:8][CH2:9]2)[CH2:5]1. The yield is 0.440. (4) The reactants are [C:1]([O:9][C:10]1[C:18]([O:19][CH3:20])=[CH:17][C:13]([C:14]([OH:16])=O)=[C:12]([N+:21]([O-:23])=[O:22])[CH:11]=1)(=O)[C:2]1[CH:7]=[CH:6][CH:5]=[CH:4][CH:3]=1.[NH:24]1[CH2:29][CH2:28][CH2:27][CH2:26][C@@H:25]1[C:30]([O:32][CH3:33])=[O:31].C(Cl)CCl.CCN(C(C)C)C(C)C. The catalyst is CC(N(C)C)=O. The product is [CH2:1]([O:9][C:10]1[C:18]([O:19][CH3:20])=[CH:17][C:13]([C:14]([N:24]2[CH2:29][CH2:28][CH2:27][CH2:26][C@@H:25]2[C:30]([O:32][CH3:33])=[O:31])=[O:16])=[C:12]([N+:21]([O-:23])=[O:22])[CH:11]=1)[C:2]1[CH:3]=[CH:4][CH:5]=[CH:6][CH:7]=1. The yield is 0.740. (5) The reactants are [CH2:1]([CH:3]([C:6]1[N:11]2[N:12]=[C:13]([CH3:22])[C:14]([C:15]3[S:19][C:18](Cl)=[N:17][C:16]=3[Cl:21])=[C:10]2[N:9]=[C:8]([CH3:23])[CH:7]=1)[CH2:4][CH3:5])[CH3:2].CC(O)C.[NH:28]1[CH2:33][CH2:32][O:31][CH2:30][CH2:29]1. The catalyst is O. The product is [CH2:1]([CH:3]([C:6]1[N:11]2[N:12]=[C:13]([CH3:22])[C:14]([C:15]3[S:19][C:18]([N:28]4[CH2:33][CH2:32][O:31][CH2:30][CH2:29]4)=[N:17][C:16]=3[Cl:21])=[C:10]2[N:9]=[C:8]([CH3:23])[CH:7]=1)[CH2:4][CH3:5])[CH3:2]. The yield is 0.888. (6) The reactants are Br[C:2]1[CH:7]=[CH:6][C:5]([NH:8][C:9]([C:11]2[N:12]([CH2:18][O:19][CH2:20][CH2:21][Si:22]([CH3:25])([CH3:24])[CH3:23])[CH:13]=[C:14]([C:16]#[N:17])[N:15]=2)=[O:10])=[C:4]([C:26]2[CH2:31][CH2:30][CH2:29][CH2:28][CH:27]=2)[CH:3]=1.[C:32]1(B(O)O)[CH:37]=[CH:36][CH:35]=[CH:34][CH:33]=1. The catalyst is CCOC(C)=O.CCCCCC. The product is [C:26]1([C:4]2[CH:3]=[C:2]([C:32]3[CH:37]=[CH:36][CH:35]=[CH:34][CH:33]=3)[CH:7]=[CH:6][C:5]=2[NH:8][C:9]([C:11]2[N:12]([CH2:18][O:19][CH2:20][CH2:21][Si:22]([CH3:24])([CH3:25])[CH3:23])[CH:13]=[C:14]([C:16]#[N:17])[N:15]=2)=[O:10])[CH2:31][CH2:30][CH2:29][CH2:28][CH:27]=1. The yield is 0.850. (7) The yield is 0.440. The reactants are [NH2:1][C:2]1[CH:3]=[C:4]([CH:21]=[CH:22][C:23]=1[Cl:24])[O:5][C:6]1[CH:7]=[CH:8][C:9]2[N:10]([CH:12]=[C:13]([NH:15][C:16]([CH:18]3[CH2:20][CH2:19]3)=[O:17])[N:14]=2)[N:11]=1.[CH3:25][N:26]1[C:30]([C:31](Cl)=[O:32])=[CH:29][C:28]([CH3:34])=[N:27]1.C(N(CC)CC)C. The product is [Cl:24][C:23]1[CH:22]=[CH:21][C:4]([O:5][C:6]2[CH:7]=[CH:8][C:9]3[N:10]([CH:12]=[C:13]([NH:15][C:16]([CH:18]4[CH2:20][CH2:19]4)=[O:17])[N:14]=3)[N:11]=2)=[CH:3][C:2]=1[NH:1][C:31]([C:30]1[N:26]([CH3:25])[N:27]=[C:28]([CH3:34])[CH:29]=1)=[O:32]. The catalyst is O1CCCC1. (8) The reactants are [F:1][C:2]1[CH:7]=[CH:6][C:5]([OH:8])=[CH:4][CH:3]=1.[H-].[Na+].[N+]([C:14]1[O:18][C:17]([CH:19]=[O:20])=[CH:16][CH:15]=1)([O-])=O. The catalyst is CS(C)=O.[Cl-].[Na+].O. The product is [F:1][C:2]1[CH:7]=[CH:6][C:5]([O:8][C:14]2[O:18][C:17]([CH:19]=[O:20])=[CH:16][CH:15]=2)=[CH:4][CH:3]=1. The yield is 0.980. (9) The reactants are [Br:1][C:2]1[CH:3]=[CH:4][C:5]2[O:9][C:8]([C:10](OCC)=[O:11])=[CH:7][C:6]=2[CH:15]=1.[BH4-].[Na+]. The catalyst is CCO. The product is [Br:1][C:2]1[CH:3]=[CH:4][C:5]2[O:9][C:8]([CH2:10][OH:11])=[CH:7][C:6]=2[CH:15]=1. The yield is 1.00. (10) The yield is 1.00. The reactants are [NH:1]([C:3](=[O:15])[C:4]([N:6]([CH3:14])[CH2:7][C:8]1[CH:13]=[CH:12][N:11]=[CH:10][CH:9]=1)=[O:5])[NH2:2].[F:16][C:17]1[CH:22]=[CH:21][C:20]([N:23]=[C:24]=[S:25])=[CH:19][CH:18]=1. The catalyst is CCO. The product is [F:16][C:17]1[CH:22]=[CH:21][C:20]([NH:23][C:24]([NH:2][NH:1][C:3](=[O:15])[C:4]([N:6]([CH3:14])[CH2:7][C:8]2[CH:9]=[CH:10][N:11]=[CH:12][CH:13]=2)=[O:5])=[S:25])=[CH:19][CH:18]=1.